From a dataset of Catalyst prediction with 721,799 reactions and 888 catalyst types from USPTO. Predict which catalyst facilitates the given reaction. Reactant: [N+:1]([C:4]1[CH:5]=[C:6]2[C:10](=[CH:11][CH:12]=1)[NH:9][C:8]([C:13]([O:15][CH2:16][CH3:17])=[O:14])=[C:7]2[C:18]1[CH:23]=[CH:22][CH:21]=[CH:20][CH:19]=1)([O-:3])=[O:2].[CH2:24](Br)[C:25]1[CH:30]=[CH:29][CH:28]=[CH:27][CH:26]=1.C([O-])([O-])=O.[Cs+].[Cs+]. Product: [CH2:24]([N:9]1[C:10]2[C:6](=[CH:5][C:4]([N+:1]([O-:3])=[O:2])=[CH:12][CH:11]=2)[C:7]([C:18]2[CH:23]=[CH:22][CH:21]=[CH:20][CH:19]=2)=[C:8]1[C:13]([O:15][CH2:16][CH3:17])=[O:14])[C:25]1[CH:30]=[CH:29][CH:28]=[CH:27][CH:26]=1. The catalyst class is: 1.